This data is from Rat liver microsome stability data. The task is: Regression/Classification. Given a drug SMILES string, predict its absorption, distribution, metabolism, or excretion properties. Task type varies by dataset: regression for continuous measurements (e.g., permeability, clearance, half-life) or binary classification for categorical outcomes (e.g., BBB penetration, CYP inhibition). Dataset: rlm. The molecule is COc1ccc(Cl)cc1N1CCN(c2ccc(C(=O)N[C@H](Cc3c[nH]c4ccccc34)C(=O)Nc3ccncc3)c(F)c2)CC1. The result is 1 (stable in rat liver microsomes).